From a dataset of Peptide-MHC class II binding affinity with 134,281 pairs from IEDB. Regression. Given a peptide amino acid sequence and an MHC pseudo amino acid sequence, predict their binding affinity value. This is MHC class II binding data. (1) The peptide sequence is KDKWIELKESWGAIWRIDTP. The MHC is DRB1_0405 with pseudo-sequence DRB1_0405. The binding affinity (normalized) is 0.624. (2) The peptide sequence is VLIWVGINTRNMTMSK. The MHC is HLA-DQA10601-DQB10402 with pseudo-sequence HLA-DQA10601-DQB10402. The binding affinity (normalized) is 0.607.